Dataset: Forward reaction prediction with 1.9M reactions from USPTO patents (1976-2016). Task: Predict the product of the given reaction. Given the reactants [N:1]1([C:5]2[CH:10]=[CH:9][N:8]=[C:7]([NH2:11])[CH:6]=2)[CH2:4][CH2:3][CH2:2]1.Br[CH2:13][C:14]([C:16]1[CH:21]=[CH:20][C:19]([OH:22])=[CH:18][CH:17]=1)=O, predict the reaction product. The product is: [N:1]1([C:5]2[CH:10]=[CH:9][N:8]3[CH:13]=[C:14]([C:16]4[CH:21]=[CH:20][C:19]([OH:22])=[CH:18][CH:17]=4)[N:11]=[C:7]3[CH:6]=2)[CH2:4][CH2:3][CH2:2]1.